From a dataset of Full USPTO retrosynthesis dataset with 1.9M reactions from patents (1976-2016). Predict the reactants needed to synthesize the given product. (1) Given the product [CH3:1][O:2][C:3]1[CH:4]=[C:5]([C:11]2[CH:12]=[CH:13][C:14]3[N:15]([C:17]([C:21]4[CH:26]=[CH:25][C:24]([N:32]5[CH2:33][CH2:34][N:29]([CH3:28])[CH2:30][CH2:31]5)=[CH:23][CH:22]=4)=[C:18]([CH3:20])[N:19]=3)[N:16]=2)[CH:6]=[CH:7][C:8]=1[O:9][CH3:10], predict the reactants needed to synthesize it. The reactants are: [CH3:1][O:2][C:3]1[CH:4]=[C:5]([C:11]2[CH:12]=[CH:13][C:14]3[N:15]([C:17]([C:21]4[CH:26]=[CH:25][C:24](I)=[CH:23][CH:22]=4)=[C:18]([CH3:20])[N:19]=3)[N:16]=2)[CH:6]=[CH:7][C:8]=1[O:9][CH3:10].[CH3:28][N:29]1[CH2:34][CH2:33][NH:32][CH2:31][CH2:30]1.C([O-])([O-])=O.[K+].[K+].N1CCC[C@H]1C(O)=O. (2) Given the product [F:53][C:54]1[CH:55]=[C:56]([NH:61][C:62](=[O:63])[NH:32][C:33]2[CH:34]=[CH:35][C:36]([C:39]3[S:43][C:42]([CH2:44][NH:45][S:46]([C:49]([F:50])([F:51])[F:52])(=[O:48])=[O:47])=[N:41][CH:40]=3)=[CH:37][CH:38]=2)[CH:57]=[C:58]([F:60])[CH:59]=1, predict the reactants needed to synthesize it. The reactants are: FC(F)(F)C1C=C(NC(=O)NC2C=CC(C3SC(CCC(OC)=O)=NC=3)=CC=2)C=CC=1.[NH2:32][C:33]1[CH:38]=[CH:37][C:36]([C:39]2[S:43][C:42]([CH2:44][NH:45][S:46]([C:49]([F:52])([F:51])[F:50])(=[O:48])=[O:47])=[N:41][CH:40]=2)=[CH:35][CH:34]=1.[F:53][C:54]1[CH:55]=[C:56]([N:61]=[C:62]=[O:63])[CH:57]=[C:58]([F:60])[CH:59]=1. (3) Given the product [F:1][C:2]([F:25])([F:26])[C@H:3]1[CH2:4][CH2:5][C@H:6]([NH:9][C:10](=[O:24])[C:11]2[CH:16]=[C:15]([N+:17]([O-:19])=[O:18])[C:14]([NH:20][CH3:21])=[C:13]([F:22])[C:12]=2[N:30]2[CH2:31][CH2:32][C@@H:28]([F:27])[CH2:29]2)[CH2:7][CH2:8]1, predict the reactants needed to synthesize it. The reactants are: [F:1][C:2]([F:26])([F:25])[C@H:3]1[CH2:8][CH2:7][C@H:6]([NH:9][C:10](=[O:24])[C:11]2[CH:16]=[C:15]([N+:17]([O-:19])=[O:18])[C:14]([NH:20][CH3:21])=[C:13]([F:22])[C:12]=2F)[CH2:5][CH2:4]1.[F:27][C@@H:28]1[CH2:32][CH2:31][NH:30][CH2:29]1.Cl.CCN(C(C)C)C(C)C. (4) Given the product [Br:8][C:9]1[CH:10]=[C:11]2[C:16](=[CH:17][CH:18]=1)[CH:15]=[C:14]([C:19]1[N:20]=[C:5]([CH3:6])[O:7][N:21]=1)[CH:13]=[CH:12]2, predict the reactants needed to synthesize it. The reactants are: C(O[C:5](=[O:7])[CH3:6])(=O)C.[Br:8][C:9]1[CH:10]=[C:11]2[C:16](=[CH:17][CH:18]=1)[CH:15]=[C:14]([C:19]([NH:21]O)=[NH:20])[CH:13]=[CH:12]2. (5) Given the product [CH3:27][C:26]1[CH:25]=[CH:24][C:20]([C:21]([NH2:23])=[O:22])=[CH:19][C:18]=1[C:14]1[CH:13]=[C:12]2[C:17]([C:8]([N:1]3[CH2:6][CH2:5][O:4][CH2:3][CH2:2]3)=[CH:9][N:10]=[CH:11]2)=[CH:16][CH:15]=1, predict the reactants needed to synthesize it. The reactants are: [NH:1]1[CH2:6][CH2:5][O:4][CH2:3][CH2:2]1.Br[C:8]1[C:17]2[C:12](=[CH:13][C:14]([C:18]3[CH:19]=[C:20]([CH:24]=[CH:25][C:26]=3[CH3:27])[C:21]([NH2:23])=[O:22])=[CH:15][CH:16]=2)[CH:11]=[N:10][CH:9]=1.C1(P(C2CCCCC2)C2C=CC=CC=2C2C(CCC)=CC(CCC)=CC=2CCC)CCCCC1.C(=O)([O-])[O-].[Cs+].[Cs+].